Dataset: Full USPTO retrosynthesis dataset with 1.9M reactions from patents (1976-2016). Task: Predict the reactants needed to synthesize the given product. (1) Given the product [CH3:21][N:24]([CH3:28])[C:25]1[CH:27]=[C:33]2[C:32](=[CH:31][CH:26]=1)[C:36](=[C:11]1[C:19]3[C:14](=[CH:15][CH:16]=[CH:17][CH:18]=3)[NH:13][C:12]1=[O:20])[O:35][CH2:34]2.[CH3:21][NH:1][C:2]1[CH:3]=[C:4]2[C:8](=[CH:9][CH:10]=1)[C:7](=[C:11]1[C:19]3[C:14](=[CH:15][CH:16]=[CH:17][CH:18]=3)[NH:13][C:12]1=[O:20])[O:6][CH2:5]2, predict the reactants needed to synthesize it. The reactants are: [NH2:1][C:2]1[CH:3]=[C:4]2[C:8](=[CH:9][CH:10]=1)[C:7](=[C:11]1[C:19]3[C:14](=[CH:15][CH:16]=[CH:17][CH:18]=3)[NH:13][C:12]1=[O:20])[O:6][CH2:5]2.[CH:21]([N:24]([CH2:28]C)[CH:25]([CH3:27])[CH3:26])(C)C.I[CH3:31].[CH2:32]1[CH2:36][O:35][CH2:34][CH2:33]1. (2) Given the product [O:25]1[CH:29]=[CH:28][C:27]([C:2]2[CH:7]=[C:6]([C:8]3[N:12]4[CH:13]=[C:14]([NH:17][CH:18]5[CH2:23][CH2:22][CH2:21][CH2:20][CH:19]5[OH:24])[CH:15]=[CH:16][C:11]4=[N:10][CH:9]=3)[CH:5]=[CH:4][N:3]=2)=[CH:26]1, predict the reactants needed to synthesize it. The reactants are: Cl[C:2]1[CH:7]=[C:6]([C:8]2[N:12]3[CH:13]=[C:14]([NH:17][CH:18]4[CH2:23][CH2:22][CH2:21][CH2:20][CH:19]4[OH:24])[CH:15]=[CH:16][C:11]3=[N:10][CH:9]=2)[CH:5]=[CH:4][N:3]=1.[O:25]1[CH:29]=[CH:28][C:27](B(O)O)=[CH:26]1. (3) Given the product [F:19][C@H:7]1[C@@H:6]([O:5][C:4]2[CH:20]=[CH:21][C:22]([C:24]3[N:29]=[C:28]([NH:30][C:31]4[CH:36]=[CH:35][C:34]([N:37]5[CH2:38][CH2:39][N:40]([CH:43]6[CH2:48][CH2:47][O:46][CH2:45][CH2:44]6)[CH2:41][CH2:42]5)=[CH:33][CH:32]=4)[N:27]=[CH:26][N:25]=3)=[CH:23][C:3]=2[C:1]#[N:2])[CH2:11][CH2:10][NH:9][CH2:8]1, predict the reactants needed to synthesize it. The reactants are: [C:1]([C:3]1[CH:23]=[C:22]([C:24]2[N:29]=[C:28]([NH:30][C:31]3[CH:36]=[CH:35][C:34]([N:37]4[CH2:42][CH2:41][N:40]([CH:43]5[CH2:48][CH2:47][O:46][CH2:45][CH2:44]5)[CH2:39][CH2:38]4)=[CH:33][CH:32]=3)[N:27]=[CH:26][N:25]=2)[CH:21]=[CH:20][C:4]=1[O:5][C@H:6]1[CH2:11][CH2:10][N:9](C(OC(C)(C)C)=O)[CH2:8][C@H:7]1[F:19])#[N:2].FC(F)(F)C(O)=O.C(=O)(O)[O-].[Na+]. (4) Given the product [F:1][C:2]1[CH:7]=[CH:6][CH:5]=[CH:4][C:3]=1[C:8]1[N:9]=[N:10][N:11]([CH3:24])[C:12]=1[CH2:13][O:14][C:15]1[CH:23]=[CH:22][C:18]([C:19]([NH:28][CH:25]([CH3:27])[CH3:26])=[O:21])=[CH:17][N:16]=1, predict the reactants needed to synthesize it. The reactants are: [F:1][C:2]1[CH:7]=[CH:6][CH:5]=[CH:4][C:3]=1[C:8]1[N:9]=[N:10][N:11]([CH3:24])[C:12]=1[CH2:13][O:14][C:15]1[CH:23]=[CH:22][C:18]([C:19]([OH:21])=O)=[CH:17][N:16]=1.[CH:25]([NH2:28])([CH3:27])[CH3:26]. (5) The reactants are: Br[C:2]1[CH:3]=[CH:4][C:5]2[O:9][C:8]3[CH:10]=[CH:11][C:12]([C:14]4[CH:19]=[CH:18][C:17]([C:20]5[N:24]([C:25]6[CH:30]=[CH:29][CH:28]=[CH:27][CH:26]=6)[C:23]6[CH:31]=[CH:32][CH:33]=[CH:34][C:22]=6[N:21]=5)=[CH:16][CH:15]=4)=[CH:13][C:7]=3[C:6]=2[CH:35]=1.CC1(C)C(C)(C)OB([C:44]2[CH:49]=[CH:48][C:47]([N:50]3[C:62]4[CH:61]=[CH:60][CH:59]=[CH:58][C:57]=4[C:56]4[C:51]3=[CH:52][CH:53]=[CH:54][CH:55]=4)=CC=2)O1.C(=O)([O-])[O-].[K+].[K+].O1CCO[CH2:72][CH2:71]1. Given the product [C:25]1([N:24]2[C:23]3[CH:31]=[CH:32][CH:33]=[CH:34][C:22]=3[N:21]=[C:20]2[C:17]2[CH:18]=[CH:19][C:14]([C:12]3[CH:11]=[CH:10][C:8]4[O:9][C:5]5[CH:4]=[CH:3][C:2]([C:59]6[CH:60]=[CH:61][C:62]([N:50]7[C:47]8[CH:48]=[CH:49][CH:44]=[CH:72][C:71]=8[C:56]8[C:51]7=[CH:52][CH:53]=[CH:54][CH:55]=8)=[CH:57][CH:58]=6)=[CH:35][C:6]=5[C:7]=4[CH:13]=3)=[CH:15][CH:16]=2)[CH:26]=[CH:27][CH:28]=[CH:29][CH:30]=1, predict the reactants needed to synthesize it. (6) Given the product [CH2:1]([N:8]1[CH2:9][CH2:10][N:11]([S:14]([N:15]2[CH:19]=[C:20]3[C:25]([CH:24]=[CH:23][C:22]([Cl:28])=[CH:21]3)=[CH:26]2)(=[O:17])=[O:16])[CH2:12][CH2:13]1)[C:2]1[CH:7]=[CH:6][CH:5]=[CH:4][CH:3]=1, predict the reactants needed to synthesize it. The reactants are: [CH2:1]([N:8]1[CH2:13][CH2:12][N:11]([S:14](=[O:17])(=[O:16])[NH2:15])[CH2:10][CH2:9]1)[C:2]1[CH:7]=[CH:6][CH:5]=[CH:4][CH:3]=1.Br[CH2:19][C:20]1[CH:21]=[C:22]([Cl:28])[CH:23]=[CH:24][C:25]=1[CH2:26]Br.C(=O)([O-])[O-].[K+].[K+].